From a dataset of Full USPTO retrosynthesis dataset with 1.9M reactions from patents (1976-2016). Predict the reactants needed to synthesize the given product. (1) Given the product [CH3:1][N:2]1[C:10]2[C:5](=[CH:6][C:7]([CH3:33])=[CH:8][C:9]=2[CH2:11][O:12][CH2:13][C:14]2([C:27]3[CH:28]=[CH:29][CH:30]=[CH:31][CH:32]=3)[CH2:15][CH2:16][NH:17][CH2:18][CH2:19]2)[CH:4]=[N:3]1, predict the reactants needed to synthesize it. The reactants are: [CH3:1][N:2]1[C:10]2[C:5](=[CH:6][C:7]([CH3:33])=[CH:8][C:9]=2[CH2:11][O:12][CH2:13][C:14]2([C:27]3[CH:32]=[CH:31][CH:30]=[CH:29][CH:28]=3)[CH2:19][CH2:18][N:17](C(OC(C)(C)C)=O)[CH2:16][CH2:15]2)[CH2:4][NH:3]1. (2) Given the product [C:43]([NH:45][C@H:32]1[CH2:33][C@@H:18]([C:17]2[CH:20]=[CH:21][CH:22]=[C:15]([O:14][CH3:13])[CH:16]=2)[O:2][C@@H:1]([C:3]2[CH:4]=[C:5]([CH:10]=[CH:11][CH:12]=2)[C:6]([O:8][CH3:9])=[O:7])[CH2:31]1)(=[O:39])[CH3:44], predict the reactants needed to synthesize it. The reactants are: [CH:1]([C:3]1[CH:4]=[C:5]([CH:10]=[CH:11][CH:12]=1)[C:6]([O:8][CH3:9])=[O:7])=[O:2].[CH3:13][O:14][C:15]1[CH:16]=[C:17]([CH:20]=[CH:21][CH:22]=1)[CH:18]=O.FC(F)(F)S(O)(=O)=O.[CH2:31]([Si](C)(C)C)[CH:32]=[CH2:33].C([O-])(O)=[O:39].[Na+].[C:43](#[N:45])[CH3:44]. (3) Given the product [C:1]([C:5]1[N:9]([CH2:10][CH:11]2[CH2:12][CH2:13][CH:14]([F:17])[CH2:15][CH2:16]2)[C:8]2[CH:18]=[CH:19][C:20]([NH2:22])=[CH:21][C:7]=2[N:6]=1)([CH3:4])([CH3:2])[CH3:3], predict the reactants needed to synthesize it. The reactants are: [C:1]([C:5]1[N:9]([CH2:10][CH:11]2[CH2:16][CH2:15][CH:14]([F:17])[CH2:13][CH2:12]2)[C:8]2[CH:18]=[CH:19][C:20]([NH:22]C(=O)C)=[CH:21][C:7]=2[N:6]=1)([CH3:4])([CH3:3])[CH3:2].Cl. (4) Given the product [Br:1][C:2]1[C:3]2[O:20][CH2:21][CH:22]([CH2:23][CH3:24])[C:4]=2[C:5]2[CH2:11][CH2:10][N:9]([C:12](=[O:17])[C:13]([F:16])([F:15])[F:14])[CH2:8][CH2:7][C:6]=2[CH:18]=1, predict the reactants needed to synthesize it. The reactants are: [Br:1][C:2]1[C:3]([O:20][CH2:21][CH:22]=[CH:23][CH3:24])=[C:4](I)[C:5]2[CH2:11][CH2:10][N:9]([C:12](=[O:17])[C:13]([F:16])([F:15])[F:14])[CH2:8][CH2:7][C:6]=2[CH:18]=1.[PH2](O)=O.CC(N=NC(C#N)(C)C)(C#N)C. (5) Given the product [CH3:9][O:8][C:5]1[C:4]([O:10][CH3:11])=[CH:3][C:2]([C:17]2[CH:18]=[CH:19][C:14]([O:13][CH3:12])=[CH:15][CH:16]=2)=[CH:7][N:6]=1, predict the reactants needed to synthesize it. The reactants are: Br[C:2]1[CH:3]=[C:4]([O:10][CH3:11])[C:5]([O:8][CH3:9])=[N:6][CH:7]=1.[CH3:12][O:13][C:14]1[CH:19]=[CH:18][C:17](B(O)O)=[CH:16][CH:15]=1. (6) Given the product [CH2:19]([O:18][C:14]([CH:15]1[C:3](=[O:13])[CH2:4][N:5]([C:6]([O:8][C:9]([CH3:10])([CH3:11])[CH3:12])=[O:7])[CH2:16]1)=[O:17])[CH3:20], predict the reactants needed to synthesize it. The reactants are: CO[C:3](=[O:13])[CH2:4][NH:5][C:6]([O:8][C:9]([CH3:12])([CH3:11])[CH3:10])=[O:7].[C:14]([O:18][CH2:19][CH3:20])(=[O:17])[CH:15]=[CH2:16].CC([O-])(C)C.[K+]. (7) Given the product [CH3:7][O:8][C:9]1[CH:16]=[C:15]([O:17][CH3:18])[CH:14]=[CH:13][C:10]=1[CH2:11][NH:6][C:5]1[S:1][N:2]=[CH:3][N:4]=1, predict the reactants needed to synthesize it. The reactants are: [S:1]1[C:5]([NH2:6])=[N:4][CH:3]=[N:2]1.[CH3:7][O:8][C:9]1[CH:16]=[C:15]([O:17][CH3:18])[CH:14]=[CH:13][C:10]=1[CH:11]=O.C(O[BH-](OC(=O)C)OC(=O)C)(=O)C.[Na+].C([O-])(O)=O.[Na+].